From a dataset of Experimentally validated miRNA-target interactions with 360,000+ pairs, plus equal number of negative samples. Binary Classification. Given a miRNA mature sequence and a target amino acid sequence, predict their likelihood of interaction. (1) The miRNA is hsa-miR-671-5p with sequence AGGAAGCCCUGGAGGGGCUGGAG. The protein sequence of the target gene is MLVRGRDQGSGSRLGPIVRRWAPRPSPLQSLAASLDAEPSSAAVPDGFPAGPTVSPRRLARPPGLEEALSALGLQGEREYAGDIFAEVMVCRVLPLRALPRAVTPEMRALVVDWLVQVHEYLGLAGDTLYLAVHLLDSYLSAGRVRLHRLQLLGVACLFVACKMEECVLPEPAFLCLLSADSFSRAELLRAERRILSRLDFRLHHPGPLLCLGLLAALAGSSPQVMLLATYFLELSLLEAEAAGWEPGRRAAAALSLAHRLLDGAGSRLQPELYRCSLGGGSVWGHRSFRDLPSWSFLRS.... Result: 0 (no interaction). (2) The miRNA is mmu-miR-703 with sequence AAAACCUUCAGAAGGAAAGAA. The protein sequence of the target gene is MEKTKTKQGENEHMPVNNPSTQIYQLQALASELKTGFTEAMQELSRIQHGEYALEEKVKSCRCSMEEKVTEMKNSLNYFKEELSNAMSMIQAITSKQEEMQQKIEQLQQEKRRESRKVKAKKTQKEEHSSQAGPAQAQGSPFRSINIPEPVLPSEDFTNLLPSQAYEKAQESRSVHVGDSNVKGMMGPGVNPTTPEAEENLKSCLSADIQSKGHLPSGMWRQPKDGKEWGEEYVTKDHPDKLKEAGQGRHSSLENVLCETSLAAKRQTVALELLESERKYVINISLILKIKATFQGSDGK.... Result: 0 (no interaction). (3) Result: 0 (no interaction). The miRNA is hsa-miR-5571-3p with sequence GUCCUAGGAGGCUCCUCUG. The protein sequence of the target gene is MAPAAWLRSAAARALLPPMLLLLLQPPPLLARALPPDAHHLHAERRGPQPWHAALPSSPAPAPATQEAPRPASSLRPPRCGVPDPSDGLSARNRQKRFVLSGGRWEKTDLTYRILRFPWQLVQEQVRQTMAEALKVWSDVTPLTFTEVHEGRADIMIDFARYWHGDDLPFDGPGGILAHAFFPKTHREGDVHFDYDETWTIGDDQGTDLLQVAAHEFGHVLGLQHTTAAKALMSAFYTFRYPLSLSPDDCRGVQHLYGQPWPTVTSRTPALGPQAGIDTNEIAPLEPDAPPDACEASFDA.... (4) The miRNA is hsa-miR-4676-5p with sequence GAGCCAGUGGUGAGACAGUGA. The protein sequence of the target gene is MSYCRQEGKDRIIFVTKEDHETPSSAELVADDPNDPYEEHGLILPNGNINWNCPCLGGMASGPCGEQFKSAFSCFHYSTEEIKGSDCVDQFRAMQECMQKYPDLYPQEDEDEEEEREKKPAEQAEETAPIEATATKEEEGSS. Result: 1 (interaction). (5) The miRNA is hsa-miR-412-5p with sequence UGGUCGACCAGUUGGAAAGUAAU. The protein sequence of the target gene is MWRVLFLLSGLGGLRMDSNFDSLPVQITVPEKIRSIIKEGIESQASYKIVIEGKPYTVNLMQKNFLPHNFRVYSYSGTGIMKPLDQDFQNFCHYQGYIEGYPKSVVMVSTCTGLRGVLQFENVSYGIEPLESSVGFEHVIYQVKHKKADVSLYNEKDIESRDLSFKLQSVEPQQDFAKYIEMHVIVEKQLYNHMGSDTTVVAQKVFQLIGLTNAIFVSFNITIILSSLELWIDENKIATTGEANELLHTFLRWKTSYLVLRPHDVAFLLVYREKSNYVGATFQGKMCDANYAGGVVLHPR.... Result: 0 (no interaction). (6) The miRNA is hsa-miR-4755-3p with sequence AGCCAGGCUCUGAAGGGAAAGU. The protein sequence of the target gene is MARALADLSVNLQVPRVVPSPDSDSDTDLEDPSPRRSAGGLHRSQVIHSGHFMVSSPHSDSLTRRRDQEGPVGLADFGPRSIDPTLTRLFECLSLAYSGKLVSPKWKNFKGLKLLCRDKIRLNNAIWRAWYIQYVQRRKSPVCGFVTPLQGSEADEHRKPEAVVLEGNYWKRRIEVVMREYHKWRIYYKKRLRKSSREGDFLAPKQVEGGWPPPERWCEQLFSSVVPVLLGGSEEEPGGRQLLDLDCFLSDISDTLFTMTQPSPSSLQLPSEDAYVGNADMIQPDLTPLQPSLDDFMEIS.... Result: 0 (no interaction). (7) The miRNA is hsa-miR-6749-3p with sequence CUCCUCCCCUGCCUGGCCCAG. The protein sequence of the target gene is MADSGDAGSSGPWWKSLTNSRKKSKEAAVGVPPPAQPAPGEPTPPAPPSPDWTSSSRENQHPNLLGGAGEPPKPDKLYGDKSGSSRRNLKISRSGRFKEKRKVRATLLPEAGRSPEEAGFPGDPHEDKQ. Result: 1 (interaction).